From a dataset of Experimentally validated miRNA-target interactions with 360,000+ pairs, plus equal number of negative samples. Binary Classification. Given a miRNA mature sequence and a target amino acid sequence, predict their likelihood of interaction. (1) The miRNA is mmu-miR-466n-3p with sequence UAUACAUGAGAGCAUACAUAGA. The protein sequence of the target gene is MQPPIRENMLRERTVRLQYGSRVEAVYVLGTQLWTDVYSAAPAGAKTFSLKHSEGVKVEVVRDGEAEEVVTNGKQRWALSPSSTLRLSMAQASTEASSDKVTVNYYEEEGSAPIDQAGLFLTAIEISLDVDADRDGEVEKNNPKKASWTWGPEGQGAILLVNCDRDTPWLPKEDCSDEKVYSKQDLQDMSQMILRTKGPDRLPAGYEIVLYISMSDSDKVGVFYVENPFFGQRYIHILGRQKLYHVVKYTGGSAELLFFVEGLCFPDESFSGLVSIHVSLLEYMAEGIPLTPIFTDTVMF.... Result: 1 (interaction). (2) The miRNA is hsa-miR-548ay-5p with sequence AAAAGUAAUUGUGGUUUUUGC. The protein sequence of the target gene is MESRETLSSSRQRGGESDFLPVSSAKPPAAPGCAGEPLLSTPGPGKGIPVGGERMEPEEEDELGSGRDVDSNSNADSEKWVAGDGLEEQEFSIKEANFTEGSLKLKIQTTKRAKKPPKNLENYICPPEIKITIKQSGDQKVSRAGKNSKATKEEERSHSKKKLLTASDLAASDLKGFQPQAYERPQKHSTLHYDTGLPQDFTGDTLKPKHQQKSSSQNHMDWSTNSDSGPVTQNCFISPESGRETASTSKIPALEPVASFAKAQGKKGSAGNTWSQLSNNNKDLLLGGVAPSPSSHSSPA.... Result: 0 (no interaction). (3) The miRNA is hsa-miR-4751 with sequence AGAGGACCCGUAGCUGCUAGAAGG. The protein sequence of the target gene is MKDYDDVILRPEASELSKTEFCNPAFDPEAGPSCPPPALQRDVGSRLQAPWHAQRLRGLQPDCHFSWFCILLLSGLLLLLLGLLVAVILAQLQATSLPRTTKNPLLTRGLTPMGVIPSTTPNTTTTTTTTTPARTGQQEAAMSPTHQTTCGGLLPGPSGFFSSPNYPDLYPPLSHCVWHIQVAAGQTIQLKIQALSIESMLTCLFDRLEIISEPTGPLLRVCGKTPPATLNTNTSHLRVSFVSDNDVEGSGFQAWYQAVAPGHWSCAHNEFHCDLLLCLKRDSVCDGITECADGSDEANC.... Result: 0 (no interaction). (4) The miRNA is hsa-miR-7162-5p with sequence UGCUUCCUUUCUCAGCUG. The protein sequence of the target gene is MAAAAGRSLLLLLSSRGGGGGGAGGCGALTAGCFPGLGVSRHRQQQHHRTVHQRIASWQNLGAVYCSTVVPSDDVTVVYQNGLPVISVRLPSRRERCQFTLKPISDSVGVFLRQLQEEDRGIDRVAIYSPDGVRVAASTGIDLLLLDDFKLVINDLTYHVRPPKRDLLSHENAATLNDVKTLVQQLYTTLCIEQHQLNKERELIERLEDLKEQLAPLEKVRIEISRKAEKRTTLVLWGGLAYMATQFGILARLTWWEYSWDIMEPVTYFITYGSAMAMYAYFVMTRQEYVYPEARDRQYL.... Result: 1 (interaction). (5) The miRNA is hsa-miR-100-3p with sequence CAAGCUUGUAUCUAUAGGUAUG. The protein sequence of the target gene is MAAPCVSYGGAVSYRLLLWGRGSLARKQGLWKTAAPELQTNVRSQILRLRHTAFVIPKKNVPTSKRETYTEDFIKKQIEEFNIGKRHLANMMGEDPETFTQEDIDRAIAYLFPSGLFEKRARPVMKHPEQIFPRQRAIQWGEDGRPFHYLFYTGKQSYYSLMHDVYGMLLNLEKHQSHLQAKSLLPEKTVTRDVIGSRWLIKEELEEMLVEKLSDLDYMQFIRLLEKLLTSQCGAAEEEFVQRFRRSVTLESKKQLIEPVQYDEQGMAFSKSEGKRKTAKAEAIVYKHGSGRIKVNGIDY.... Result: 0 (no interaction). (6) The miRNA is dre-miR-430b-3p with sequence AAAGUGCUAUCAAGUUGGGGUAG. The protein sequence of the target gene is MIPCRAVLTFARCLIRRKIVTLDSLEDSKLCRCLTTVDLIALGVGSTLGAGVYVLAGEVAKADSGPSIVVSFLIAALASVMAGLCYAEFGARVPKTGSAYLYTYVTVGELWAFITGWNLILSYVIGTSSVARAWSGTFDELLNKQIGQFFKTYFKMNYTGLAEYPDFFAVCLVLLLAGLLSFGVKESAWVNKFFTAINILVLLFVMVAGFVKGNVANWKISEEFLKNISASAREPPSENGTSIYGAGGFMPYGFTGTLAGAATCFYAFVGFDCIATTGEEVRNPQKAIPIGIVTSLLVCF.... Result: 0 (no interaction).